From a dataset of Peptide-MHC class I binding affinity with 185,985 pairs from IEDB/IMGT. Regression. Given a peptide amino acid sequence and an MHC pseudo amino acid sequence, predict their binding affinity value. This is MHC class I binding data. (1) The peptide sequence is FQVDCFLWHV. The MHC is HLA-A02:02 with pseudo-sequence HLA-A02:02. The binding affinity (normalized) is 0.872. (2) The peptide sequence is MAILCVPNAV. The MHC is HLA-A02:06 with pseudo-sequence HLA-A02:06. The binding affinity (normalized) is 0.845. (3) The peptide sequence is KMAADRGAF. The MHC is HLA-B15:03 with pseudo-sequence HLA-B15:03. The binding affinity (normalized) is 0.915. (4) The peptide sequence is FVDTMSIYIA. The MHC is HLA-A68:02 with pseudo-sequence HLA-A68:02. The binding affinity (normalized) is 0.498. (5) The peptide sequence is YTAVVPLVY. The MHC is HLA-A69:01 with pseudo-sequence HLA-A69:01. The binding affinity (normalized) is 0.337.